This data is from Forward reaction prediction with 1.9M reactions from USPTO patents (1976-2016). The task is: Predict the product of the given reaction. (1) Given the reactants [F:1][C:2]1[CH:3]=[C:4]([N:9]2[C:14](=[O:15])[C:13]([O:16][CH2:17][CH2:18][CH:19]=[C:20]([CH3:22])[CH3:21])=[C:12]([C:23]3[CH:28]=[CH:27][C:26]([S:29](C)(=[O:31])=[O:30])=[CH:25][CH:24]=3)[CH:11]=[N:10]2)[CH:5]=[CH:6][C:7]=1[F:8].[NH3:33], predict the reaction product. The product is: [F:1][C:2]1[CH:3]=[C:4]([N:9]2[C:14](=[O:15])[C:13]([O:16][CH2:17][CH2:18][CH:19]=[C:20]([CH3:22])[CH3:21])=[C:12]([C:23]3[CH:28]=[CH:27][C:26]([S:29]([NH2:33])(=[O:31])=[O:30])=[CH:25][CH:24]=3)[CH:11]=[N:10]2)[CH:5]=[CH:6][C:7]=1[F:8]. (2) Given the reactants [Cl:1][C:2]1[N:3]=[C:4]([NH:12][CH2:13][CH:14]2[CH2:17][N:16]([C:18]([O:20]C(C)(C)C)=O)[CH2:15]2)[C:5]2[N:10]([CH3:11])[CH:9]=[CH:8][C:6]=2[N:7]=1.F[C:26](F)(F)[C:27](O)=O.C(N(CC)C(C)C)(C)C.C(Cl)(=O)C=C, predict the reaction product. The product is: [Cl:1][C:2]1[N:3]=[C:4]([NH:12][CH2:13][CH:14]2[CH2:15][N:16]([C:18](=[O:20])[CH:26]=[CH2:27])[CH2:17]2)[C:5]2[N:10]([CH3:11])[CH:9]=[CH:8][C:6]=2[N:7]=1. (3) Given the reactants [CH:1]([C@@H:14]1[CH2:20][C@@H:19]2[C@@H:17]([O:18]2)[CH2:16][O:15]1)([C:8]1[CH:13]=[CH:12][CH:11]=[CH:10][CH:9]=1)[C:2]1[CH:7]=[CH:6][CH:5]=[CH:4][CH:3]=1.[F:21][C:22]1[CH:29]=[CH:28][C:25]([CH2:26][NH2:27])=[CH:24][CH:23]=1, predict the reaction product. The product is: [CH:1]([C@@H:14]1[CH2:20][C@@H:19]([OH:18])[C@H:17]([NH:27][CH2:26][C:25]2[CH:28]=[CH:29][C:22]([F:21])=[CH:23][CH:24]=2)[CH2:16][O:15]1)([C:8]1[CH:13]=[CH:12][CH:11]=[CH:10][CH:9]=1)[C:2]1[CH:3]=[CH:4][CH:5]=[CH:6][CH:7]=1. (4) Given the reactants [F:1][C:2]1[CH:3]=[C:4]([CH2:9][C@H:10]([NH:14][C:15](=[O:21])[O:16][C:17]([CH3:20])([CH3:19])[CH3:18])[C@H:11]2[CH2:13][O:12]2)[CH:5]=[C:6]([F:8])[CH:7]=1.[CH3:22][C:23]([CH3:43])([CH3:42])[CH2:24][C:25]1[CH:34]=[C:33]2[C:28]([CH2:29][CH2:30][CH:31]([N:36]3[CH2:41][CH2:40][CH2:39][CH2:38][CH2:37]3)[CH:32]2[NH2:35])=[CH:27][CH:26]=1, predict the reaction product. The product is: [C:17]([O:16][C:15](=[O:21])[NH:14][CH:10]([CH2:9][C:4]1[CH:3]=[C:2]([F:1])[CH:7]=[C:6]([F:8])[CH:5]=1)[CH:11]([OH:12])[CH2:13][NH:35][CH:32]1[C:33]2[C:28](=[CH:27][CH:26]=[C:25]([CH2:24][C:23]([CH3:43])([CH3:22])[CH3:42])[CH:34]=2)[CH2:29][CH2:30][CH:31]1[N:36]1[CH2:37][CH2:38][CH2:39][CH2:40][CH2:41]1)([CH3:20])([CH3:19])[CH3:18]. (5) Given the reactants [CH:1]([O:4][C:5]1[CH:6]=[C:7]([CH:19]=[C:20]([C:22](=[O:29])[NH:23][C:24]2[S:25][CH:26]=[CH:27][N:28]=2)[CH:21]=1)[O:8][C:9]1[CH:14]=[CH:13][C:12]([P:15](=[O:18])([OH:17])[OH:16])=[CH:11][CH:10]=1)([CH3:3])[CH3:2].CO.[CH3:32]CN=C=NCCCN(C)C.[OH-].[Na+], predict the reaction product. The product is: [CH3:32][O:18][P:15]([C:12]1[CH:13]=[CH:14][C:9]([O:8][C:7]2[CH:19]=[C:20]([C:22](=[O:29])[NH:23][C:24]3[S:25][CH:26]=[CH:27][N:28]=3)[CH:21]=[C:5]([O:4][CH:1]([CH3:3])[CH3:2])[CH:6]=2)=[CH:10][CH:11]=1)(=[O:17])[OH:16]. (6) Given the reactants [Cl:1][C:2]1[CH:11]=[C:10]2[C:5]([CH:6]=[C:7]([CH3:26])[C:8]([C:19](=[O:25])[C:20]([O:22][CH2:23][CH3:24])=[O:21])=[C:9]2[C:12]2[CH:17]=[CH:16][C:15]([Cl:18])=[CH:14][CH:13]=2)=[CH:4][CH:3]=1.[BH4-].[Na+].[NH4+].[Cl-], predict the reaction product. The product is: [Cl:1][C:2]1[CH:11]=[C:10]2[C:5]([CH:6]=[C:7]([CH3:26])[C:8]([CH:19]([OH:25])[C:20]([O:22][CH2:23][CH3:24])=[O:21])=[C:9]2[C:12]2[CH:13]=[CH:14][C:15]([Cl:18])=[CH:16][CH:17]=2)=[CH:4][CH:3]=1.